Dataset: Catalyst prediction with 721,799 reactions and 888 catalyst types from USPTO. Task: Predict which catalyst facilitates the given reaction. (1) Reactant: Cl[C:2]1[C:3]2[CH2:11][CH2:10][N:9]([C:12]3[C:17]([Cl:18])=[CH:16][CH:15]=[CH:14][N:13]=3)[CH2:8][C:4]=2[N:5]=[CH:6][N:7]=1.[NH2:19][C:20]1[CH:28]=[C:27]2[C:23]([C:24]([CH3:33])([CH3:32])[CH2:25][N:26]2[C:29](=[O:31])[CH3:30])=[CH:22][CH:21]=1.C(#N)C.C(=O)(O)[O-].[Na+]. Product: [Cl:18][C:17]1[C:12]([N:9]2[CH2:10][CH2:11][C:3]3[C:2]([NH:19][C:20]4[CH:28]=[C:27]5[C:23]([C:24]([CH3:33])([CH3:32])[CH2:25][N:26]5[C:29](=[O:31])[CH3:30])=[CH:22][CH:21]=4)=[N:7][CH:6]=[N:5][C:4]=3[CH2:8]2)=[N:13][CH:14]=[CH:15][CH:16]=1. The catalyst class is: 25. (2) Reactant: [Br:1][C:2]([CH2:4][CH2:5][CH2:6][CH2:7][CH2:8][CH3:9])=[CH2:3].[CH:10]([Br:13])(Br)[Br:11].[Br-].[Br-].C([N+](C)(C)CC[N+](CC1C=CC=CC=1)(C)C)C1C=CC=CC=1.[OH-].[K+]. Product: [Br:11][C:10]1([Br:13])[CH2:3][C:2]1([Br:1])[CH2:4][CH2:5][CH2:6][CH2:7][CH2:8][CH3:9]. The catalyst class is: 34. (3) Reactant: Cl[C:2]1[C:11]2[C:6](=[CH:7][C:8](OC)=[CH:9][CH:10]=2)[N:5]=[CH:4][CH:3]=1.C(O)C.[Cl-].[Li+].[I-].[Na+].[N:21]1C=CC=CC=1. Product: [NH2:21][C:4]1[CH:3]=[CH:2][C:11]2[C:6](=[CH:7][CH:8]=[CH:9][CH:10]=2)[N:5]=1. The catalyst class is: 60. (4) Reactant: [C:1]([O:5][C:6]([N:8]1[CH2:13][CH2:12][N:11]([C:14](=[S:16])[NH2:15])[CH2:10][CH2:9]1)=[O:7])([CH3:4])([CH3:3])[CH3:2].Br[CH2:18][C:19]([C:21]1[CH:29]=[CH:28][C:24]([C:25]([OH:27])=[O:26])=[CH:23][CH:22]=1)=O.CN1CCOCC1. Product: [C:1]([O:5][C:6]([N:8]1[CH2:9][CH2:10][N:11]([C:14]2[S:16][CH:18]=[C:19]([C:21]3[CH:29]=[CH:28][C:24]([C:25]([OH:27])=[O:26])=[CH:23][CH:22]=3)[N:15]=2)[CH2:12][CH2:13]1)=[O:7])([CH3:4])([CH3:2])[CH3:3]. The catalyst class is: 8. (5) Reactant: [Cl:1][C:2]1[C:3]([S:24]([NH2:27])(=[O:26])=[O:25])=[N:4][CH:5]=[C:6]([C:9]([N:11]2[CH2:16][CH2:15][CH:14]([C:17]3[CH:22]=[CH:21][C:20]([F:23])=[CH:19][CH:18]=3)[CH2:13][CH2:12]2)=[O:10])[C:7]=1[Cl:8].[CH3:28][O:29][C:30]1[CH:37]=[CH:36][C:33]([CH2:34]Cl)=[CH:32][CH:31]=1.[C:38](=[O:41])([O-])[O-].[K+].[K+].[Cl-].[NH4+]. Product: [Cl:1][C:2]1[C:3]([S:24]([N:27]([CH2:14][C:17]2[CH:22]=[CH:21][C:20]([O:41][CH3:38])=[CH:19][CH:18]=2)[CH2:34][C:33]2[CH:36]=[CH:37][C:30]([O:29][CH3:28])=[CH:31][CH:32]=2)(=[O:26])=[O:25])=[N:4][CH:5]=[C:6]([C:9]([N:11]2[CH2:12][CH2:13][CH:14]([C:17]3[CH:18]=[CH:19][C:20]([F:23])=[CH:21][CH:22]=3)[CH2:15][CH2:16]2)=[O:10])[C:7]=1[Cl:8]. The catalyst class is: 3.